From a dataset of Peptide-MHC class I binding affinity with 185,985 pairs from IEDB/IMGT. Regression. Given a peptide amino acid sequence and an MHC pseudo amino acid sequence, predict their binding affinity value. This is MHC class I binding data. (1) The binding affinity (normalized) is 0.0847. The peptide sequence is RGRGVAIHR. The MHC is HLA-B18:01 with pseudo-sequence HLA-B18:01. (2) The peptide sequence is ELPQWLSANR. The MHC is HLA-B44:03 with pseudo-sequence HLA-B44:03. The binding affinity (normalized) is 0. (3) The peptide sequence is ANFQSSMTK. The MHC is HLA-A11:01 with pseudo-sequence HLA-A11:01. The binding affinity (normalized) is 0.714.